Dataset: Catalyst prediction with 721,799 reactions and 888 catalyst types from USPTO. Task: Predict which catalyst facilitates the given reaction. (1) Reactant: [F:1][C:2]([F:41])([F:40])[C:3]1[CH:4]=[C:5]([CH:33]=[C:34]([C:36]([F:39])([F:38])[F:37])[CH:35]=1)[CH2:6][N:7]([CH3:32])[C:8](=[O:31])[C:9]1[C:14]([C:15]2[CH:20]=[CH:19][CH:18]=[CH:17][C:16]=2[CH3:21])=[CH:13][C:12]([N:22]2[CH2:27][CH2:26][N:25]([CH2:28][C:29]#[N:30])[CH2:24][CH2:23]2)=[N:11][CH:10]=1.[N-:42]=[N+:43]=[N-:44].[Na+].[Cl-].C([NH+](CC)CC)C.Cl. Product: [F:41][C:2]([F:40])([F:1])[C:3]1[CH:4]=[C:5]([CH:33]=[C:34]([C:36]([F:38])([F:39])[F:37])[CH:35]=1)[CH2:6][N:7]([CH3:32])[C:8](=[O:31])[C:9]1[C:14]([C:15]2[CH:20]=[CH:19][CH:18]=[CH:17][C:16]=2[CH3:21])=[CH:13][C:12]([N:22]2[CH2:23][CH2:24][N:25]([CH2:28][C:29]3[NH:44][N:43]=[N:42][N:30]=3)[CH2:26][CH2:27]2)=[N:11][CH:10]=1. The catalyst class is: 60. (2) Reactant: [Cl:1][C:2]1[CH:7]=[CH:6][C:5]([S:8]([N:11]([CH2:21][C:22]2[CH:30]=[CH:29][C:25]([C:26](O)=[O:27])=[CH:24][CH:23]=2)[C@H:12]([C:15]2[CH:20]=[CH:19][CH:18]=[CH:17][CH:16]=2)[CH2:13][CH3:14])(=[O:10])=[O:9])=[CH:4][CH:3]=1.Cl.[NH2:32][C@H:33]([CH2:38][OH:39])[C:34]([O:36][CH3:37])=[O:35].C(Cl)CCl.CN(C(ON1N=NC2C=CC=NC1=2)=[N+](C)C)C.F[P-](F)(F)(F)(F)F.CN1CCOCC1. Product: [Cl:1][C:2]1[CH:7]=[CH:6][C:5]([S:8]([N:11]([CH2:21][C:22]2[CH:23]=[CH:24][C:25]([C:26]([NH:32][C@H:33]([CH2:38][OH:39])[C:34]([O:36][CH3:37])=[O:35])=[O:27])=[CH:29][CH:30]=2)[C@H:12]([C:15]2[CH:20]=[CH:19][CH:18]=[CH:17][CH:16]=2)[CH2:13][CH3:14])(=[O:9])=[O:10])=[CH:4][CH:3]=1. The catalyst class is: 18. (3) Reactant: [CH3:1][C:2]1([C:24]2[CH:29]=[CH:28][CH:27]=[CH:26][CH:25]=2)[O:7][C:6](=[O:8])[N:5]([C@H:9]([C:11]2[CH:12]=[C:13]([CH:21]=[CH:22][CH:23]=2)[O:14][CH2:15]C(OCC)=O)[CH3:10])[CH2:4][CH2:3]1.C[Mg]Br. Product: [OH:7][C:2]([CH3:3])([CH3:1])[CH2:15][O:14][C:13]1[CH:12]=[C:11]([C@@H:9]([N:5]2[CH2:4][CH2:3][C:2]([CH3:1])([C:24]3[CH:29]=[CH:28][CH:27]=[CH:26][CH:25]=3)[O:7][C:6]2=[O:8])[CH3:10])[CH:23]=[CH:22][CH:21]=1. The catalyst class is: 1. (4) Reactant: C(O)(C(F)(F)F)=O.[NH:8]1[C:12]2[CH:13]=[CH:14][CH:15]=[CH:16][C:11]=2[N:10]=[C:9]1[C:17]1[C:25]2[C:20](=[CH:21][CH:22]=[C:23]([NH:26][C:27]([C:29]3([CH3:36])[CH2:34][CH2:33][N:32]([CH3:35])[CH2:31][CH2:30]3)=[O:28])[CH:24]=2)[N:19](C2CCCCO2)[N:18]=1. Product: [NH:10]1[C:11]2[CH:16]=[CH:15][CH:14]=[CH:13][C:12]=2[N:8]=[C:9]1[C:17]1[C:25]2[C:20](=[CH:21][CH:22]=[C:23]([NH:26][C:27]([C:29]3([CH3:36])[CH2:34][CH2:33][N:32]([CH3:35])[CH2:31][CH2:30]3)=[O:28])[CH:24]=2)[NH:19][N:18]=1. The catalyst class is: 2.